This data is from NCI-60 drug combinations with 297,098 pairs across 59 cell lines. The task is: Regression. Given two drug SMILES strings and cell line genomic features, predict the synergy score measuring deviation from expected non-interaction effect. (1) Drug 1: CC1=C(C(=CC=C1)Cl)NC(=O)C2=CN=C(S2)NC3=CC(=NC(=N3)C)N4CCN(CC4)CCO. Drug 2: COCCOC1=C(C=C2C(=C1)C(=NC=N2)NC3=CC=CC(=C3)C#C)OCCOC.Cl. Cell line: RPMI-8226. Synergy scores: CSS=-1.70, Synergy_ZIP=2.02, Synergy_Bliss=2.16, Synergy_Loewe=-0.644, Synergy_HSA=-1.70. (2) Drug 1: CC1=C2C(C(=O)C3(C(CC4C(C3C(C(C2(C)C)(CC1OC(=O)C(C(C5=CC=CC=C5)NC(=O)C6=CC=CC=C6)O)O)OC(=O)C7=CC=CC=C7)(CO4)OC(=O)C)O)C)OC(=O)C. Drug 2: C1=CN(C=N1)CC(O)(P(=O)(O)O)P(=O)(O)O. Cell line: PC-3. Synergy scores: CSS=2.92, Synergy_ZIP=1.94, Synergy_Bliss=7.03, Synergy_Loewe=0.958, Synergy_HSA=4.65. (3) Drug 1: C1CCC(C1)C(CC#N)N2C=C(C=N2)C3=C4C=CNC4=NC=N3. Synergy scores: CSS=0.768, Synergy_ZIP=1.75, Synergy_Bliss=7.10, Synergy_Loewe=1.55, Synergy_HSA=2.65. Drug 2: CC1CCCC2(C(O2)CC(NC(=O)CC(C(C(=O)C(C1O)C)(C)C)O)C(=CC3=CSC(=N3)C)C)C. Cell line: CCRF-CEM. (4) Drug 1: CCC1(CC2CC(C3=C(CCN(C2)C1)C4=CC=CC=C4N3)(C5=C(C=C6C(=C5)C78CCN9C7C(C=CC9)(C(C(C8N6C=O)(C(=O)OC)O)OC(=O)C)CC)OC)C(=O)OC)O.OS(=O)(=O)O. Drug 2: CC12CCC3C(C1CCC2O)C(CC4=C3C=CC(=C4)O)CCCCCCCCCS(=O)CCCC(C(F)(F)F)(F)F. Cell line: SN12C. Synergy scores: CSS=11.1, Synergy_ZIP=-3.51, Synergy_Bliss=4.52, Synergy_Loewe=-15.9, Synergy_HSA=2.32. (5) Cell line: UACC-257. Drug 2: COCCOC1=C(C=C2C(=C1)C(=NC=N2)NC3=CC=CC(=C3)C#C)OCCOC.Cl. Drug 1: CCN(CC)CCNC(=O)C1=C(NC(=C1C)C=C2C3=C(C=CC(=C3)F)NC2=O)C. Synergy scores: CSS=-0.626, Synergy_ZIP=0.833, Synergy_Bliss=1.14, Synergy_Loewe=0.369, Synergy_HSA=-0.170. (6) Drug 1: C1CN(CCN1C(=O)CCBr)C(=O)CCBr. Drug 2: CC1C(C(CC(O1)OC2CC(CC3=C2C(=C4C(=C3O)C(=O)C5=CC=CC=C5C4=O)O)(C(=O)C)O)N)O. Cell line: MDA-MB-435. Synergy scores: CSS=41.7, Synergy_ZIP=-9.50, Synergy_Bliss=-8.67, Synergy_Loewe=-9.89, Synergy_HSA=-5.91. (7) Drug 1: CC1OCC2C(O1)C(C(C(O2)OC3C4COC(=O)C4C(C5=CC6=C(C=C35)OCO6)C7=CC(=C(C(=C7)OC)O)OC)O)O. Drug 2: CN(C)C1=NC(=NC(=N1)N(C)C)N(C)C. Cell line: HT29. Synergy scores: CSS=38.6, Synergy_ZIP=12.3, Synergy_Bliss=15.9, Synergy_Loewe=-10.1, Synergy_HSA=10.8.